This data is from Full USPTO retrosynthesis dataset with 1.9M reactions from patents (1976-2016). The task is: Predict the reactants needed to synthesize the given product. (1) Given the product [Cl:29][C:23]1[CH:24]=[CH:25][C:26]([Cl:28])=[CH:27][C:22]=1[C:17]1([CH2:16][C:12]2[N:11]3[CH2:30][CH2:31][N:32]([CH:35]([CH3:37])[CH3:36])[C:33](=[O:34])[C:10]3=[C:9]([OH:8])[C:14](=[O:15])[N:13]=2)[CH2:21][CH2:20][CH2:19][CH2:18]1, predict the reactants needed to synthesize it. The reactants are: C([O:8][C:9]1[C:14](=[O:15])[N:13]=[C:12]([CH2:16][C:17]2([C:22]3[CH:27]=[C:26]([Cl:28])[CH:25]=[CH:24][C:23]=3[Cl:29])[CH2:21][CH2:20][CH2:19][CH2:18]2)[N:11]2[CH2:30][CH2:31][N:32]([CH:35]([CH3:37])[CH3:36])[C:33](=[O:34])[C:10]=12)C1C=CC=CC=1.Cl.C(OCC)(=O)C. (2) Given the product [Cl:32][C:29]1[CH:30]=[CH:31][C:26]([NH:1][CH2:2][C@@H:3]2[C@H:8]([CH3:9])[CH2:7][CH2:6][CH2:5][N:4]2[C:10]([C:12]2[CH:17]=[C:16]([CH3:18])[CH:15]=[CH:14][C:13]=2[N:19]2[N:23]=[C:22]([CH3:24])[CH:21]=[N:20]2)=[O:11])=[N:27][CH:28]=1, predict the reactants needed to synthesize it. The reactants are: [NH2:1][CH2:2][C@@H:3]1[C@H:8]([CH3:9])[CH2:7][CH2:6][CH2:5][N:4]1[C:10]([C:12]1[CH:17]=[C:16]([CH3:18])[CH:15]=[CH:14][C:13]=1[N:19]1[N:23]=[C:22]([CH3:24])[CH:21]=[N:20]1)=[O:11].Br[C:26]1[CH:31]=[CH:30][C:29]([Cl:32])=[CH:28][N:27]=1. (3) Given the product [Cl:30][C:24]1[CH:23]=[C:22]([C:20]2[CH:21]=[C:16]([C:12]3[N:4]4[CH:5]=[CH:6][C:7]([C:8]([OH:11])([CH3:10])[CH3:9])=[C:2]([F:1])[C:3]4=[N:14][CH:13]=3)[CH:17]=[CH:18][C:19]=2[F:31])[CH:27]=[CH:26][C:25]=1[C:28]#[N:29], predict the reactants needed to synthesize it. The reactants are: [F:1][C:2]1[C:3]2[N:4]([CH:12]=[CH:13][N:14]=2)[CH:5]=[CH:6][C:7]=1[C:8]([OH:11])([CH3:10])[CH3:9].Br[C:16]1[CH:17]=[CH:18][C:19]([F:31])=[C:20]([C:22]2[CH:27]=[CH:26][C:25]([C:28]#[N:29])=[C:24]([Cl:30])[CH:23]=2)[CH:21]=1.